Task: Binary Classification. Given a T-cell receptor sequence (or CDR3 region) and an epitope sequence, predict whether binding occurs between them.. Dataset: TCR-epitope binding with 47,182 pairs between 192 epitopes and 23,139 TCRs (1) The epitope is LLQTGIHVRVSQPSL. The TCR CDR3 sequence is CSAFVQETQYF. Result: 1 (the TCR binds to the epitope). (2) Result: 0 (the TCR does not bind to the epitope). The epitope is AMFWSVPTV. The TCR CDR3 sequence is CASKGVNAYNEQFF. (3) The epitope is ILKEPVHGV. The TCR CDR3 sequence is CASSQGLGNTEAFF. Result: 0 (the TCR does not bind to the epitope). (4) The epitope is CLGGLLTMV. The TCR CDR3 sequence is CASSWSASYEQYF. Result: 0 (the TCR does not bind to the epitope).